Dataset: Forward reaction prediction with 1.9M reactions from USPTO patents (1976-2016). Task: Predict the product of the given reaction. (1) Given the reactants [Cl:1][C:2]1[CH:7]=[CH:6][C:5]([C:8]2[N:12]([CH:13]([CH:16]3[CH2:21][CH2:20][CH2:19][CH2:18][CH2:17]3)[CH2:14][OH:15])[C:11]3[CH:22]=[C:23]([F:27])[C:24]([F:26])=[CH:25][C:10]=3[N:9]=2)=[CH:4][CH:3]=1.[CH3:28][O:29][C:30](=[O:40])[C:31]1[C:36]([CH3:37])=[CH:35][C:34](O)=[CH:33][C:32]=1[CH3:39].N(C(OC(C)(C)C)=O)=NC(OC(C)(C)C)=O, predict the reaction product. The product is: [CH3:28][O:29][C:30](=[O:40])[C:31]1[C:32]([CH3:39])=[CH:33][C:34]([O:15][CH2:14][CH:13]([N:12]2[C:11]3[CH:22]=[C:23]([F:27])[C:24]([F:26])=[CH:25][C:10]=3[N:9]=[C:8]2[C:5]2[CH:6]=[CH:7][C:2]([Cl:1])=[CH:3][CH:4]=2)[CH:16]2[CH2:17][CH2:18][CH2:19][CH2:20][CH2:21]2)=[CH:35][C:36]=1[CH3:37]. (2) Given the reactants O=S(Cl)Cl.[CH3:5][C@:6]12[CH2:18][CH2:17][CH2:16][N:7]1[CH:8](C(Cl)(Cl)Cl)[O:9][C:10]2=[O:11].[CH3:19][C:20]([O:23][C:24](O[C:24]([O:23][C:20]([CH3:22])([CH3:21])[CH3:19])=[O:25])=[O:25])([CH3:22])[CH3:21].C(N(CC)CC)C, predict the reaction product. The product is: [CH3:8][O:9][C:10](=[O:11])[C@@:6]1([CH3:5])[CH2:18][CH2:17][CH2:16][N:7]1[C:24]([O:23][C:20]([CH3:22])([CH3:21])[CH3:19])=[O:25]. (3) Given the reactants [Cl:1][C:2]1[CH:17]=[C:16]([N+:18]([O-])=O)[CH:15]=[CH:14][C:3]=1[O:4][C:5]1[CH:10]=[CH:9][N:8]=[C:7]2[NH:11][CH:12]=[CH:13][C:6]=12.[Cl-].[Ca+2].[Cl-].O, predict the reaction product. The product is: [Cl:1][C:2]1[CH:17]=[C:16]([CH:15]=[CH:14][C:3]=1[O:4][C:5]1[CH:10]=[CH:9][N:8]=[C:7]2[NH:11][CH:12]=[CH:13][C:6]=12)[NH2:18]. (4) Given the reactants [C:1]([OH:7])(=[O:6])[CH2:2][CH2:3][C:4]#[CH:5].I[C:9]1[CH:14]=[CH:13][CH:12]=[CH:11][CH:10]=1, predict the reaction product. The product is: [C:9]1([C:5]#[C:4][CH2:3][CH2:2][C:1]([OH:7])=[O:6])[CH:14]=[CH:13][CH:12]=[CH:11][CH:10]=1. (5) The product is: [CH3:1][C:2]1[N:3]([C:37]2[CH:38]=[N:39][C:34]([O:33][CH:30]3[CH2:31][CH2:32][O:27][CH2:28][CH2:29]3)=[CH:35][CH:36]=2)[C:4](=[O:26])[C:5]([CH2:11][C:12]2[CH:17]=[CH:16][C:15]([C:18]3[C:19]([C:24]#[N:25])=[CH:20][CH:21]=[CH:22][CH:23]=3)=[CH:14][CH:13]=2)=[C:6]([CH2:8][CH2:9][CH3:10])[N:7]=1. Given the reactants [CH3:1][C:2]1[NH:3][C:4](=[O:26])[C:5]([CH2:11][C:12]2[CH:17]=[CH:16][C:15]([C:18]3[C:19]([C:24]#[N:25])=[CH:20][CH:21]=[CH:22][CH:23]=3)=[CH:14][CH:13]=2)=[C:6]([CH2:8][CH2:9][CH3:10])[N:7]=1.[O:27]1[CH2:32][CH2:31][CH:30]([O:33][C:34]2[N:39]=[CH:38][C:37](B(O)O)=[CH:36][CH:35]=2)[CH2:29][CH2:28]1.N1C=CC=CC=1.C(N(CC)CC)C, predict the reaction product.